From a dataset of Forward reaction prediction with 1.9M reactions from USPTO patents (1976-2016). Predict the product of the given reaction. (1) Given the reactants [OH:1][C:2]1[C:11]([CH:12]=[O:13])=[C:10]2[C:5]([C:6](=[O:25])[C:7]([CH3:24])=[C:8]([CH:14]3[CH2:19][CH2:18][N:17]([C:20](=[O:23])[CH2:21][CH3:22])[CH2:16][CH2:15]3)[O:9]2)=[CH:4][CH:3]=1.[CH2:26](Br)[C:27]1[CH:32]=[CH:31][CH:30]=[CH:29][CH:28]=1.C(=O)([O-])[O-].[K+].[K+].O, predict the reaction product. The product is: [CH2:26]([O:1][C:2]1[C:11]([CH:12]=[O:13])=[C:10]2[C:5]([C:6](=[O:25])[C:7]([CH3:24])=[C:8]([CH:14]3[CH2:15][CH2:16][N:17]([C:20](=[O:23])[CH2:21][CH3:22])[CH2:18][CH2:19]3)[O:9]2)=[CH:4][CH:3]=1)[C:27]1[CH:32]=[CH:31][CH:30]=[CH:29][CH:28]=1. (2) Given the reactants [C:1]([O:5][C:6](=[O:8])C)([CH3:4])([CH3:3])C.[CH3:22][C:20](S[CH2:16][CH2:18][NH2+:19][C:16]([CH2:18][NH2:19])=O)=[O:21].[C:20]([O-])([C:22](F)(F)F)=[O:21].BrCC(O[C:32]([CH3:35])([CH3:34])[CH3:33])=O.[C:36]([O-])([O-])=O.[K+].[K+].[CH3:42][C:43]([CH3:45])=O, predict the reaction product. The product is: [CH3:42][C:43]1[CH:45]=[CH:34][C:32]([CH3:33])=[CH:35][C:16]=1[CH2:18][N:19]1[C:4]2[C:20]([OH:21])=[CH:22][CH:36]=[CH:3][C:1]=2[O:5][C:6]1=[O:8].